From a dataset of Catalyst prediction with 721,799 reactions and 888 catalyst types from USPTO. Predict which catalyst facilitates the given reaction. (1) Reactant: Br[C:2]1[CH:7]=[CH:6][C:5]([S:8]([NH:11][C:12]2[S:16][N:15]=[CH:14][N:13]=2)(=[O:10])=[O:9])=[CH:4][CH:3]=1.[NH:17]1[CH2:21][CH2:20][C@@H:19]([NH:22][C:23](=[O:29])[O:24][C:25]([CH3:28])([CH3:27])[CH3:26])[CH2:18]1.C1(C2C=CC=CC=2)C=CC=CC=1P(C(C)(C)C)C(C)(C)C.CC(C)([O-])C.[Na+]. Product: [C:25]([O:24][C:23](=[O:29])[NH:22][C@@H:19]1[CH2:20][CH2:21][N:17]([C:2]2[CH:7]=[CH:6][C:5]([S:8](=[O:10])(=[O:9])[NH:11][C:12]3[S:16][N:15]=[CH:14][N:13]=3)=[CH:4][CH:3]=2)[CH2:18]1)([CH3:28])([CH3:26])[CH3:27]. The catalyst class is: 187. (2) Reactant: [CH3:16][C:11]1([CH3:17])[C:12]([CH3:15])([CH3:14])[O:13][B:9]([B:9]2[O:13][C:12]([CH3:15])([CH3:14])[C:11]([CH3:17])([CH3:16])[O:10]2)[O:10]1.Br[C:20]1[CH:25]=[CH:24][C:23]([CH2:26][C@H:27]([NH:35][C:36]([C:38]2[S:39][C:40]([C:43]([CH3:46])([CH3:45])[CH3:44])=[CH:41][CH:42]=2)=[O:37])[C:28]([NH:30][S:31]([CH3:34])(=[O:33])=[O:32])=[O:29])=[CH:22][CH:21]=1.C([O-])(=O)C.[K+]. Product: [C:43]([C:40]1[S:39][C:38]([C:36]([NH:35][C@@H:27]([CH2:26][C:23]2[CH:22]=[CH:21][C:20]([B:9]3[O:10][C:11]([CH3:16])([CH3:17])[C:12]([CH3:14])([CH3:15])[O:13]3)=[CH:25][CH:24]=2)[C:28]([NH:30][S:31]([CH3:34])(=[O:32])=[O:33])=[O:29])=[O:37])=[CH:42][CH:41]=1)([CH3:46])([CH3:44])[CH3:45]. The catalyst class is: 393. (3) Reactant: [C-:1]#[N:2].[K+].CS(O[C@@H:9]1[CH2:13][CH2:12][N:11]([C:14]([O:16][CH2:17][C:18]2[CH:23]=[CH:22][CH:21]=[CH:20][CH:19]=2)=[O:15])[CH2:10]1)(=O)=O. Product: [C:1]([C@H:9]1[CH2:13][CH2:12][N:11]([C:14]([O:16][CH2:17][C:18]2[CH:23]=[CH:22][CH:21]=[CH:20][CH:19]=2)=[O:15])[CH2:10]1)#[N:2]. The catalyst class is: 16.